Dataset: Full USPTO retrosynthesis dataset with 1.9M reactions from patents (1976-2016). Task: Predict the reactants needed to synthesize the given product. (1) Given the product [CH3:22][CH:23]1[CH2:11][C@@H:12]2[CH2:13][NH:15][CH2:16][C@@H:10]2[CH2:18]1, predict the reactants needed to synthesize it. The reactants are: C(O)(C(F)(F)F)=O.CC[C:10]1([C:18]2[CH:23]=[CH:22]C(N)=CC=2)[C:16](=O)[NH:15][C:13](=O)[CH2:12][CH2:11]1.[OH-]. (2) Given the product [C:1]([O:5][C:6](=[O:17])[NH:7][C@H:8]([C:11]1[CH:16]=[CH:15][CH:14]=[CH:13][CH:12]=1)[CH2:9][NH2:22])([CH3:4])([CH3:3])[CH3:2], predict the reactants needed to synthesize it. The reactants are: [C:1]([O:5][C:6](=[O:17])[NH:7][C@H:8]([C:11]1[CH:16]=[CH:15][CH:14]=[CH:13][CH:12]=1)[CH2:9]O)([CH3:4])([CH3:3])[CH3:2].C1(=O)[NH:22]C(=O)C2=CC=CC=C12.C1(P(C2C=CC=CC=2)C2C=CC=CC=2)C=CC=CC=1.N(C(OCC)=O)=NC(OCC)=O.O.NN. (3) The reactants are: O=C[C@@H]([C@H]([C@@H]([C@@H](CO)O)O)O)O.C(OCCCC)(=O)C.[Cl:21][CH2:22][C:23](=[O:30])[CH2:24][C:25]([O:27][CH2:28][CH3:29])=[O:26].[OH-].[Na+]. Given the product [Cl:21][CH2:22][C@@H:23]([OH:30])[CH2:24][C:25]([O:27][CH2:28][CH3:29])=[O:26], predict the reactants needed to synthesize it. (4) Given the product [CH2:1]([O:8][C:9]1[CH:14]=[CH:13][C:12]([C:15]2[O:19][C:18]([CH2:20][NH2:21])=[N:17][N:16]=2)=[CH:11][CH:10]=1)[C:2]1[CH:3]=[CH:4][CH:5]=[CH:6][CH:7]=1, predict the reactants needed to synthesize it. The reactants are: [CH2:1]([O:8][C:9]1[CH:14]=[CH:13][C:12]([C:15]2[O:19][C:18]([CH2:20][NH:21]C(=O)OCC3C=CC=CC=3)=[N:17][N:16]=2)=[CH:11][CH:10]=1)[C:2]1[CH:7]=[CH:6][CH:5]=[CH:4][CH:3]=1.C(OCC)C. (5) Given the product [N:43]1([CH2:42][CH2:41][NH:40][C:2]2[N:7]=[C:6]([C:8]3[CH:9]=[C:10]([C:23]4[N:27]([CH2:28][O:29][CH2:30][CH2:31][Si:32]([CH3:34])([CH3:33])[CH3:35])[C:26]5[CH:36]=[CH:37][CH:38]=[CH:39][C:25]=5[N:24]=4)[C:11](=[O:22])[N:12]([CH2:14][O:15][CH2:16][CH2:17][Si:18]([CH3:20])([CH3:21])[CH3:19])[N:13]=3)[CH:5]=[CH:4][N:3]=2)[CH2:48][CH2:47][O:46][CH2:45][CH2:44]1, predict the reactants needed to synthesize it. The reactants are: Cl[C:2]1[N:7]=[C:6]([C:8]2[CH:9]=[C:10]([C:23]3[N:27]([CH2:28][O:29][CH2:30][CH2:31][Si:32]([CH3:35])([CH3:34])[CH3:33])[C:26]4[CH:36]=[CH:37][CH:38]=[CH:39][C:25]=4[N:24]=3)[C:11](=[O:22])[N:12]([CH2:14][O:15][CH2:16][CH2:17][Si:18]([CH3:21])([CH3:20])[CH3:19])[N:13]=2)[CH:5]=[CH:4][N:3]=1.[NH2:40][CH2:41][CH2:42][N:43]1[CH2:48][CH2:47][O:46][CH2:45][CH2:44]1. (6) Given the product [NH2:8][C:6]1[CH:5]=[CH:4][N:3]=[C:2]([C:18]2[CH:17]=[C:16]([CH:21]=[CH:20][CH:19]=2)[O:15][CH2:14][C:13]([NH:12][CH:9]([CH3:10])[CH3:11])=[O:31])[N:7]=1, predict the reactants needed to synthesize it. The reactants are: Cl[C:2]1[N:7]=[C:6]([NH2:8])[CH:5]=[CH:4][N:3]=1.[CH:9]([NH:12][C:13](=[O:31])[CH2:14][O:15][C:16]1[CH:21]=[CH:20][CH:19]=[C:18](B2OC(C)(C)C(C)(C)O2)[CH:17]=1)([CH3:11])[CH3:10].[F-].[Cs+].